Task: Predict the product of the given reaction.. Dataset: Forward reaction prediction with 1.9M reactions from USPTO patents (1976-2016) Given the reactants [OH:1][C@H:2]([C:21]1[CH:30]=[CH:29][C:24]2[C:25](=[O:28])[O:26][CH2:27][C:23]=2[C:22]=1[CH3:31])[CH2:3][N:4]1[CH2:13][C:8]2([CH2:12][CH2:11][CH2:10][CH2:9]2)[N:7](C(OC(C)(C)C)=O)[CH2:6][CH2:5]1.[ClH:32], predict the reaction product. The product is: [Cl-:32].[OH:1][C@H:2]([C:21]1[CH:30]=[CH:29][C:24]2[C:25](=[O:28])[O:26][CH2:27][C:23]=2[C:22]=1[CH3:31])[CH2:3][N:4]1[CH2:13][C:8]2([CH2:9][CH2:10][CH2:11][CH2:12]2)[NH2+:7][CH2:6][CH2:5]1.